Predict the product of the given reaction. From a dataset of Forward reaction prediction with 1.9M reactions from USPTO patents (1976-2016). Given the reactants [NH2:1][C:2]1[CH:3]=[CH:4][C:5]([CH3:31])=[C:6]([CH:30]=1)[C:7]([NH:9][C:10]1[CH:11]=[N:12][C:13]([NH:16][C:17]2[CH:22]=[CH:21][C:20]([N:23]3[CH2:28][CH2:27][N:26]([CH3:29])[CH2:25][CH2:24]3)=[CH:19][CH:18]=2)=[N:14][CH:15]=1)=[O:8].C(N(C(C)C)CC)(C)C.[C:41](Cl)(=[O:52])[O:42][C:43]1[C:48]([CH3:49])=[CH:47][C:46]([CH3:50])=[CH:45][C:44]=1[CH3:51], predict the reaction product. The product is: [CH3:31][C:5]1[CH:4]=[CH:3][C:2]([NH:1][C:41](=[O:52])[O:42][C:43]2[C:48]([CH3:49])=[CH:47][C:46]([CH3:50])=[CH:45][C:44]=2[CH3:51])=[CH:30][C:6]=1[C:7](=[O:8])[NH:9][C:10]1[CH:11]=[N:12][C:13]([NH:16][C:17]2[CH:22]=[CH:21][C:20]([N:23]3[CH2:24][CH2:25][N:26]([CH3:29])[CH2:27][CH2:28]3)=[CH:19][CH:18]=2)=[N:14][CH:15]=1.